This data is from Full USPTO retrosynthesis dataset with 1.9M reactions from patents (1976-2016). The task is: Predict the reactants needed to synthesize the given product. (1) Given the product [CH3:39][C:32]1[C:33]2[C:38](=[CH:37][CH:36]=[CH:35][CH:34]=2)[C:29]([C:22]2[C:23]3[C:28](=[CH:27][CH:26]=[CH:25][CH:24]=3)[C:15]([O:46][C:40]3[CH:45]=[CH:44][CH:43]=[CH:42][CH:41]=3)=[C:16]3[C:21]=2[CH:20]=[CH:19][CH:18]=[CH:17]3)=[CH:30][CH:31]=1, predict the reactants needed to synthesize it. The reactants are: C(P(C(C)(C)C)C(C)(C)C)(C)(C)C.Br[C:15]1[C:16]2[C:21]([C:22]([C:29]3[C:38]4[C:33](=[CH:34][CH:35]=[CH:36][CH:37]=4)[C:32]([CH3:39])=[CH:31][CH:30]=3)=[C:23]3[C:28]=1[CH:27]=[CH:26][CH:25]=[CH:24]3)=[CH:20][CH:19]=[CH:18][CH:17]=2.[C:40]1([OH:46])[CH:45]=[CH:44][CH:43]=[CH:42][CH:41]=1.P([O-])([O-])([O-])=O.[K+].[K+].[K+].Cl. (2) Given the product [Cl:24][C:5]1[CH:6]=[C:7]([NH:8][S:9]([C:12]2[CH:17]=[CH:16][C:15]([CH2:18][CH3:19])=[C:14]([C:20]([F:23])([F:22])[F:21])[CH:13]=2)(=[O:11])=[O:10])[C:2]([C:37]([C:33]2[C:28]3[CH:27]=[CH:26][NH:25][C:29]=3[N:30]=[CH:31][CH:32]=2)=[O:38])=[N:3][CH:4]=1, predict the reactants needed to synthesize it. The reactants are: Br[C:2]1[C:7]([NH:8][S:9]([C:12]2[CH:17]=[CH:16][C:15]([CH2:18][CH3:19])=[C:14]([C:20]([F:23])([F:22])[F:21])[CH:13]=2)(=[O:11])=[O:10])=[CH:6][C:5]([Cl:24])=[CH:4][N:3]=1.[NH:25]1[C:29]2[N:30]=[CH:31][CH:32]=[C:33](B(O)O)[C:28]=2[CH:27]=[CH:26]1.[C:37](=O)([O-])[O-:38].[K+].[K+].[C]=O. (3) The reactants are: CO[C:3]([CH2:5][CH2:6][C@H:7]([NH2:11])[C:8]([OH:10])=[O:9])=[O:4].C(C1CCCC1=O)(=O)C.[CH2:21]([N:23](CC)CC)[CH3:22].C(N)C. Given the product [NH2:11][C@H:7]([C:8]([OH:10])=[O:9])[CH2:6][CH2:5][C:3]([NH:23][CH2:21][CH3:22])=[O:4], predict the reactants needed to synthesize it. (4) Given the product [CH3:23][C:20]1[C:19]([NH:24][C:25]([O:27][C@@H:28]([C:30]2[CH:31]=[CH:32][CH:33]=[CH:34][CH:35]=2)[CH3:29])=[O:26])=[C:18]([C:15]2[CH:16]=[CH:17][C:12]([C:9]3[CH:8]=[CH:7][C:6]([CH2:5][C:4]([OH:36])=[O:3])=[CH:11][CH:10]=3)=[CH:13][CH:14]=2)[O:22][N:21]=1, predict the reactants needed to synthesize it. The reactants are: C([O:3][C:4](=[O:36])[CH2:5][C:6]1[CH:11]=[CH:10][C:9]([C:12]2[CH:17]=[CH:16][C:15]([C:18]3[O:22][N:21]=[C:20]([CH3:23])[C:19]=3[NH:24][C:25]([O:27][C@@H:28]([C:30]3[CH:35]=[CH:34][CH:33]=[CH:32][CH:31]=3)[CH3:29])=[O:26])=[CH:14][CH:13]=2)=[CH:8][CH:7]=1)C.CO.[OH-].[Li+]. (5) Given the product [NH2:4][C:38]1[CH:37]=[CH:36][C:35]([F:41])=[C:34]([C@:30]2([CH2:32][F:33])[C@H:29]3[C@:27]([C:42]4[O:46][CH:45]=[N:44][CH:43]=4)([CH2:28]3)[S:26][C:25]([NH2:16])=[N:31]2)[CH:39]=1, predict the reactants needed to synthesize it. The reactants are: C([N:4](CC)C(C)C)(C)C.C(OC(=O)[N:16]([C:25]1[S:26][C@:27]2([C:42]3[O:46][CH:45]=[N:44][CH:43]=3)[C@H:29]([C@:30]([C:34]3[CH:39]=[C:38](Br)[CH:37]=[CH:36][C:35]=3[F:41])([CH2:32][F:33])[N:31]=1)[CH2:28]2)COCC[Si](C)(C)C)(C)(C)C. (6) Given the product [Br:1][C:2]1[C:3]([CH3:12])=[C:4]([C:5]2[CH2:14][CH2:13][O:7][N:6]=2)[C:8]([Br:11])=[CH:9][CH:10]=1, predict the reactants needed to synthesize it. The reactants are: [Br:1][C:2]1[C:3]([CH3:12])=[C:4]([C:8]([Br:11])=[CH:9][CH:10]=1)[CH:5]=[N:6][OH:7].[CH2:13]=[CH2:14].[O-]Cl.[Na+].